From a dataset of CYP2C19 inhibition data for predicting drug metabolism from PubChem BioAssay. Regression/Classification. Given a drug SMILES string, predict its absorption, distribution, metabolism, or excretion properties. Task type varies by dataset: regression for continuous measurements (e.g., permeability, clearance, half-life) or binary classification for categorical outcomes (e.g., BBB penetration, CYP inhibition). Dataset: cyp2c19_veith. (1) The molecule is COc1cccc([C@H](O)Cn2cc(-c3cccc(CON=C(C)C)c3)nn2)c1. The result is 0 (non-inhibitor). (2) The molecule is Fc1ccccc1CNc1cc(Cl)cc(Cl)c1. The result is 1 (inhibitor). (3) The drug is COc1ccc2c3c([nH]c2c1)[C@H]1C[C@H]2[C@H](C(=O)O)[C@@H](OC)[C@H](O)C[C@H]2CN1CC3. The result is 0 (non-inhibitor). (4) The result is 1 (inhibitor). The molecule is CC(C)C(NC(=O)c1ccc2c(c1)OCO2)C(=O)N/N=C\c1ccco1. (5) The drug is COc1ccccc1CNc1ncnc2ccc(-c3ccc4c(c3)OCO4)cc12. The result is 1 (inhibitor). (6) The molecule is Cn1cccc1C(=O)N1CCC2(CCN(C(=O)Nc3cccc(F)c3)CC2)CC1. The result is 0 (non-inhibitor). (7) The molecule is Nc1ccc(Oc2ccc3nc(-c4ccccc4)c(-c4ccc([N+](=O)[O-])cc4)nc3c2)cc1. The result is 1 (inhibitor).